Dataset: Reaction yield outcomes from USPTO patents with 853,638 reactions. Task: Predict the reaction yield, written as a fraction of the theoretical maximum amount of product (1.0 means a 100% yield; for example, 0.34 means a 34% yield). (1) The reactants are C(OC(C(F)(F)F)=O)(C(F)(F)F)=[O:2].[Cl:14][C:15]1[CH:16]=[CH:17][C:18]([CH2:21][O:22][C:23]2[CH:28]=[CH:27][N+:26]([O-])=[CH:25][CH:24]=2)=[N:19][CH:20]=1.CCN(CC)CC. The catalyst is C1COCC1.O. The product is [Cl:14][C:15]1[CH:16]=[CH:17][C:18]([CH2:21][O:22][C:23]2[CH:28]=[CH:27][NH:26][C:25](=[O:2])[CH:24]=2)=[N:19][CH:20]=1. The yield is 0.770. (2) The reactants are [Br:1][C:2]1[CH:7]=[CH:6][C:5]([CH2:8]Br)=[C:4]([F:10])[CH:3]=1.[C-:11]#[N:12].[Na+].O.C([O-])(O)=O.[Na+]. The catalyst is CN(C=O)C.CCOC(C)=O. The product is [Br:1][C:2]1[CH:7]=[CH:6][C:5]([CH2:8][C:11]#[N:12])=[C:4]([F:10])[CH:3]=1. The yield is 0.990. (3) The reactants are [Cl:1][C:2]1[C:10]([C:11]2[CH:12]=[CH:13][C:14]([NH2:17])=[N:15][CH:16]=2)=[CH:9][C:8]2[CH2:7][CH2:6][O:5][C:4]=2[CH:3]=1.[F:18][C:19]1[CH:27]=[CH:26][CH:25]=[C:24]([F:28])[C:20]=1[C:21](Cl)=[O:22].CCN(C(C)C)C(C)C.C([O-])(O)=O.[Na+].C(Cl)Cl. The catalyst is C(Cl)Cl. The product is [F:18][C:19]1[CH:27]=[CH:26][CH:25]=[C:24]([F:28])[C:20]=1[C:21]([NH:17][C:14]1[CH:13]=[CH:12][C:11]([C:10]2[C:2]([Cl:1])=[CH:3][C:4]3[O:5][CH2:6][CH2:7][C:8]=3[CH:9]=2)=[CH:16][N:15]=1)=[O:22]. The yield is 0.821. (4) The product is [C:35]([C:32]1[CH:33]=[CH:34][C:29]([C:26]2[CH:25]=[CH:24][C:23]([O:19][C:17](=[O:18])[C:16]3[CH:15]=[CH:14][C:13]([O:12][CH2:11][CH2:10][CH2:9][OH:8])=[CH:21][CH:20]=3)=[CH:28][CH:27]=2)=[CH:30][CH:31]=1)#[N:36]. The reactants are [Si]([O:8][CH2:9][CH2:10][CH2:11][O:12][C:13]1[CH:21]=[CH:20][C:16]([C:17]([OH:19])=[O:18])=[CH:15][CH:14]=1)(C(C)(C)C)(C)C.O[C:23]1[CH:28]=[CH:27][C:26]([C:29]2[CH:34]=[CH:33][C:32]([C:35]#[N:36])=[CH:31][CH:30]=2)=[CH:25][CH:24]=1. The catalyst is C(Cl)Cl. The yield is 0.890.